Dataset: Catalyst prediction with 721,799 reactions and 888 catalyst types from USPTO. Task: Predict which catalyst facilitates the given reaction. (1) The catalyst class is: 12. Product: [ClH:30].[C:1]([N:4]1[CH2:9][CH2:8][N:7]([C:10]2[CH:11]=[CH:12][C:13]([CH2:16][CH2:17][C:18]3[S:22][C:21]([C:23]([OH:25])=[O:24])=[CH:20][CH:19]=3)=[N:14][CH:15]=2)[CH2:6][CH2:5]1)(=[O:3])[CH3:2]. Reactant: [C:1]([N:4]1[CH2:9][CH2:8][N:7]([C:10]2[CH:11]=[CH:12][C:13]([CH2:16][CH2:17][C:18]3[S:22][C:21]([C:23]([O:25]C)=[O:24])=[CH:20][CH:19]=3)=[N:14][CH:15]=2)[CH2:6][CH2:5]1)(=[O:3])[CH3:2].[OH-].[Na+].O.[ClH:30]. (2) Reactant: [F:1][C:2]1[C:7]([F:8])=[CH:6][CH:5]=[CH:4][C:3]=1[C:9]1[N:35]=[C:12]2[CH:13]=[N:14][N:15]([CH2:17][C:18]3[O:22][N:21]=[C:20]([C:23]4[CH:28]=[CH:27][C:26]([C:29]#[C:30][Si](C)(C)C)=[CH:25][CH:24]=4)[CH:19]=3)[CH:16]=[C:11]2[N:10]=1.C(=O)([O-])[O-].[K+].[K+]. Product: [F:1][C:2]1[C:7]([F:8])=[CH:6][CH:5]=[CH:4][C:3]=1[C:9]1[N:35]=[C:12]2[CH:13]=[N:14][N:15]([CH2:17][C:18]3[O:22][N:21]=[C:20]([C:23]4[CH:28]=[CH:27][C:26]([C:29]#[CH:30])=[CH:25][CH:24]=4)[CH:19]=3)[CH:16]=[C:11]2[N:10]=1. The catalyst class is: 5. (3) Reactant: [Li]CCCC.II.[O-]S([O-])=O.[Na+].[Na+].O1CCCCC1[O:20][C:21]1[C:26]([I:27])=[CH:25][CH:24]=[CH:23][C:22]=1[C:28]([F:31])([F:30])[F:29]. Product: [F:31][C:28]([F:29])([F:30])[C:22]1[CH:23]=[CH:24][CH:25]=[C:26]([I:27])[C:21]=1[OH:20]. The catalyst class is: 1. (4) Reactant: Br[CH2:2][CH2:3][OH:4].[OH:5][C:6]1[CH:11]=[CH:10][C:9]([N:12]2[C:17](=[O:18])[CH:16]=[CH:15][C:14]3[C:19]([C:27]4[CH:32]=[CH:31][CH:30]=[CH:29][CH:28]=4)=[C:20]([C:22]([O:24][CH2:25][CH3:26])=[O:23])[S:21][C:13]2=3)=[CH:8][CH:7]=1.C([O-])([O-])=O.[Cs+].[Cs+]. Product: [OH:4][CH2:3][CH2:2][O:5][C:6]1[CH:7]=[CH:8][C:9]([N:12]2[C:17](=[O:18])[CH:16]=[CH:15][C:14]3[C:19]([C:27]4[CH:28]=[CH:29][CH:30]=[CH:31][CH:32]=4)=[C:20]([C:22]([O:24][CH2:25][CH3:26])=[O:23])[S:21][C:13]2=3)=[CH:10][CH:11]=1. The catalyst class is: 3. (5) Reactant: [ClH:1].C(OC([NH:9][CH2:10][CH2:11][N:12]([CH3:19])[CH2:13][C:14]([O:16][CH2:17][CH3:18])=[O:15])=O)(C)(C)C. Product: [ClH:1].[ClH:1].[NH2:9][CH2:10][CH2:11][N:12]([CH3:19])[CH2:13][C:14]([O:16][CH2:17][CH3:18])=[O:15]. The catalyst class is: 242. (6) Reactant: [F:1][C:2]([F:43])([F:42])[C:3]1[CH:4]=[C:5]([CH:39]=[CH:40][CH:41]=1)[CH2:6][NH:7][C:8](=[O:38])[C:9]1[CH:14]=[CH:13][N:12]=[C:11]([C:15]2[CH:20]=[C:19]([N:21]3[CH2:26][CH2:25][CH2:24][CH2:23][CH2:22]3)[CH:18]=[CH:17][C:16]=2[NH:27][C:28](=[O:37])[C:29]2[CH:34]=[CH:33][CH:32]=[C:31]([CH2:35]Br)[CH:30]=2)[CH:10]=1.C(=O)([O-])[O-].[K+].[K+].[I-].[K+].[N:52]1([C:59]([O:61][C:62]([CH3:65])([CH3:64])[CH3:63])=[O:60])[CH2:58][CH2:57][CH2:56][NH:55][CH2:54][CH2:53]1. Product: [F:1][C:2]([F:43])([F:42])[C:3]1[CH:4]=[C:5]([CH:39]=[CH:40][CH:41]=1)[CH2:6][NH:7][C:8]([C:9]1[CH:14]=[CH:13][N:12]=[C:11]([C:15]2[CH:20]=[C:19]([N:21]3[CH2:26][CH2:25][CH2:24][CH2:23][CH2:22]3)[CH:18]=[CH:17][C:16]=2[NH:27][C:28]([C:29]2[CH:30]=[C:31]([CH:32]=[CH:33][CH:34]=2)[CH2:35][N:55]2[CH2:56][CH2:57][CH2:58][N:52]([C:59]([O:61][C:62]([CH3:65])([CH3:64])[CH3:63])=[O:60])[CH2:53][CH2:54]2)=[O:37])[CH:10]=1)=[O:38]. The catalyst class is: 35. (7) Reactant: [CH3:1][C:2]1[CH:7]=[CH:6][N:5]=[CH:4][C:3]=1[N:8]1[CH2:12][CH2:11][NH:10][C:9]1=[O:13].Br[C:15]1[CH:20]=[CH:19][C:18]([F:21])=[C:17]([CH3:22])[CH:16]=1.N[C@@H]1CCCC[C@H]1N.P([O-])([O-])([O-])=O.[K+].[K+].[K+]. Product: [F:21][C:18]1[CH:19]=[CH:20][C:15]([N:10]2[CH2:11][CH2:12][N:8]([C:3]3[CH:4]=[N:5][CH:6]=[CH:7][C:2]=3[CH3:1])[C:9]2=[O:13])=[CH:16][C:17]=1[CH3:22]. The catalyst class is: 246. (8) Reactant: C[O:2][C:3](=[O:30])[C@H:4]([CH2:26][CH:27]([CH3:29])[CH3:28])[NH:5][C:6](=[O:25])[CH2:7][C:8]1[CH:13]=[CH:12][C:11]([NH:14][C:15]([NH:17][C:18]2[C:19]([CH3:24])=[CH:20][CH:21]=[CH:22][CH:23]=2)=[O:16])=[CH:10][CH:9]=1.[OH-].[K+]. Product: [C:19]1([CH3:24])[C:18]([NH:17][C:15]([NH:14][C:11]2[CH:12]=[CH:13][C:8]([CH2:7][C:6]([NH:5][C@H:4]([C:3]([OH:30])=[O:2])[CH2:26][CH:27]([CH3:29])[CH3:28])=[O:25])=[CH:9][CH:10]=2)=[O:16])=[CH:23][CH:22]=[CH:21][CH:20]=1. The catalyst class is: 24.